This data is from Reaction yield outcomes from USPTO patents with 853,638 reactions. The task is: Predict the reaction yield, written as a fraction of the theoretical maximum amount of product (1.0 means a 100% yield; for example, 0.34 means a 34% yield). (1) The reactants are S(Cl)(C)(=O)=O.[C:6]([O:10][C:11]([N:13]1[CH2:17][CH:16]([CH2:18]O)[CH:15]([OH:20])[CH2:14]1)=[O:12])([CH3:9])([CH3:8])[CH3:7].C(Cl)Cl.[N-:24]=[N+:25]=[N-:26].[Na+]. The catalyst is N1C=CC=CC=1. The product is [C:6]([O:10][C:11]([N:13]1[CH2:14][CH:15]([OH:20])[CH:16]([CH2:18][N:24]=[N+:25]=[N-:26])[CH2:17]1)=[O:12])([CH3:9])([CH3:8])[CH3:7]. The yield is 0.850. (2) The reactants are [Cl:1][C:2]1[CH:10]=[CH:9][C:8]([N+:11]([O-:13])=[O:12])=[CH:7][C:3]=1[C:4](Cl)=[O:5].[NH2:14][C:15]1[N:19]([CH3:20])[C:18]2[CH:21]=[CH:22][CH:23]=[CH:24][C:17]=2[N:16]=1.C(=O)(O)[O-].[Na+].O. The catalyst is CC(N(C)C)=O. The product is [CH3:20][N:19]1[C:18]2[CH:21]=[CH:22][CH:23]=[CH:24][C:17]=2[N:16]=[C:15]1[NH:14][C:4]([C:3]1[CH:7]=[C:8]([N+:11]([O-:13])=[O:12])[CH:9]=[CH:10][C:2]=1[Cl:1])=[O:5]. The yield is 0.0700. (3) The reactants are [N+:1]([C:4]1[CH:5]=[C:6]([CH:9]=[CH:10][CH:11]=1)[C:7]#[N:8])([O-:3])=[O:2].C[O-].[Na+].C([O-])(=O)C.[Na+].Cl.[NH2:21][OH:22]. The catalyst is CO.O.C(O)(=O)C. The product is [N+:1]([C:4]1[CH:5]=[C:6]([CH:9]=[CH:10][CH:11]=1)[C:7](=[N:21][OH:22])[NH2:8])([O-:3])=[O:2]. The yield is 0.800. (4) The reactants are [F:1][C:2]([F:15])([F:14])[C:3](=[O:13])[CH2:4][C:5]([C:7]1[CH:12]=[CH:11][CH:10]=[CH:9][CH:8]=1)=[O:6].[N:16]([O-])=[O:17].[Na+]. The catalyst is CC(O)=O.O. The product is [F:1][C:2]([F:14])([F:15])[C:3](=[O:13])[C:4](=[N:16][OH:17])[C:5]([C:7]1[CH:8]=[CH:9][CH:10]=[CH:11][CH:12]=1)=[O:6]. The yield is 0.742. (5) The reactants are CC([O-])(C)C.[Na+].[NH2:7][C:8]1[CH:13]=[CH:12][CH:11]=[CH:10][CH:9]=1.C(OC([N:21]1[CH2:26][CH2:25][N:24]([CH2:27][C:28]([N:30]2[C:38]3[C:33](=[CH:34][CH:35]=[C:36](Br)[CH:37]=3)[CH2:32][CH2:31]2)=[O:29])[CH2:23][C@H:22]1[CH3:40])=O)(C)(C)C. The catalyst is C1(C)C=CC=CC=1.C1C=CC(/C=C/C(/C=C/C2C=CC=CC=2)=O)=CC=1.C1C=CC(/C=C/C(/C=C/C2C=CC=CC=2)=O)=CC=1.C1C=CC(/C=C/C(/C=C/C2C=CC=CC=2)=O)=CC=1.[Pd].[Pd]. The product is [CH3:40][C@H:22]1[NH:21][CH2:26][CH2:25][N:24]([CH2:27][C:28]([N:30]2[C:38]3[C:33](=[CH:34][CH:35]=[C:36]([NH:7][C:8]4[CH:13]=[CH:12][CH:11]=[CH:10][CH:9]=4)[CH:37]=3)[CH2:32][CH2:31]2)=[O:29])[CH2:23]1. The yield is 0.240. (6) The reactants are Br[CH2:2][CH2:3][CH2:4][OH:5].[Na+].[I-].C([O-])([O-])=O.[K+].[K+].[C:14]1([CH:20]([C:35]2[CH:40]=[CH:39][CH:38]=[CH:37][CH:36]=2)[CH2:21][NH:22][CH2:23][C:24]2[CH:29]=[CH:28][CH:27]=[C:26]([C:30]([F:33])([F:32])[F:31])[C:25]=2[Cl:34])[CH:19]=[CH:18][CH:17]=[CH:16][CH:15]=1. The catalyst is C(#N)C. The product is [C:35]1([CH:20]([C:14]2[CH:19]=[CH:18][CH:17]=[CH:16][CH:15]=2)[CH2:21][N:22]([CH2:2][CH2:3][CH2:4][OH:5])[CH2:23][C:24]2[CH:29]=[CH:28][CH:27]=[C:26]([C:30]([F:31])([F:32])[F:33])[C:25]=2[Cl:34])[CH:36]=[CH:37][CH:38]=[CH:39][CH:40]=1. The yield is 0.600.